From a dataset of Catalyst prediction with 721,799 reactions and 888 catalyst types from USPTO. Predict which catalyst facilitates the given reaction. (1) Reactant: [NH2:1][C:2]1[C:7]([F:8])=[C:6]([C:9]2[C:17]3[O:16][C:15]([F:19])([F:18])[O:14][C:13]=3[C:12]([Si](C)(C)C)=[CH:11][CH:10]=2)[N:5]=[C:4]([C:24]([O:26][CH3:27])=[O:25])[C:3]=1[Cl:28].[I:29]Cl.OS([O-])=O.[Na+].C(OCC)(=O)C. Product: [NH2:1][C:2]1[C:7]([F:8])=[C:6]([C:9]2[C:17]3[O:16][C:15]([F:19])([F:18])[O:14][C:13]=3[C:12]([I:29])=[CH:11][CH:10]=2)[N:5]=[C:4]([C:24]([O:26][CH3:27])=[O:25])[C:3]=1[Cl:28]. The catalyst class is: 26. (2) Reactant: [F:1][C:2]1[C:7](I)=[C:6]([F:9])[C:5]([O:10][CH3:11])=[CH:4][C:3]=1[O:12][CH3:13].[CH3:14][Si:15]([C:18]#[CH:19])([CH3:17])[CH3:16].C(N(CC)CC)C.CN(C)C=O. Product: [F:1][C:2]1[C:3]([O:12][CH3:13])=[CH:4][C:5]([O:10][CH3:11])=[C:6]([F:9])[C:7]=1[C:19]#[C:18][Si:15]([CH3:17])([CH3:16])[CH3:14]. The catalyst class is: 724. (3) Reactant: [Cl:1][C:2]1[CH:7]=[C:6]([Cl:8])[CH:5]=[CH:4][C:3]=1[C:9]1[N:10]2[N:16]=[C:15]([CH3:17])[C:14]([C:18]([O:20]CC)=[O:19])=[C:11]2[O:12][CH:13]=1.[OH-].[Na+]. Product: [Cl:1][C:2]1[CH:7]=[C:6]([Cl:8])[CH:5]=[CH:4][C:3]=1[C:9]1[N:10]2[N:16]=[C:15]([CH3:17])[C:14]([C:18]([OH:20])=[O:19])=[C:11]2[O:12][CH:13]=1. The catalyst class is: 8. (4) Reactant: [CH3:1][O:2][C:3]1[CH:4]=[C:5]([NH:13][CH2:14][CH2:15][C:16]([O-])=O)[CH:6]=[C:7]([C:9]([F:12])([F:11])[F:10])[CH:8]=1.[OH-:19].[Na+]. Product: [CH3:1][O:2][C:3]1[CH:4]=[C:5]([NH:13][C:14]2[CH:15]=[C:16]([CH:8]([CH3:7])[C:3]([OH:2])=[O:19])[CH:4]=[CH:5][CH:6]=2)[CH:6]=[C:7]([C:9]([F:10])([F:11])[F:12])[CH:8]=1. The catalyst class is: 12. (5) Reactant: Br[C:2]1[N:3]=[C:4]([O:10][CH3:11])[C:5]([NH2:9])=[N:6][C:7]=1[CH3:8].C([O-])=O.[NH4+]. Product: [CH3:11][O:10][C:4]1[C:5]([NH2:9])=[N:6][C:7]([CH3:8])=[CH:2][N:3]=1. The catalyst class is: 19. (6) Reactant: [CH2:1]([N:9]([CH3:15])[C:10]([NH2:14])=[N:11][C:12]#[N:13])[CH2:2][CH2:3][CH2:4][CH2:5][CH2:6][CH2:7][CH3:8].Cl.[Cl:17][C:18]1[CH:25]=[CH:24][C:21]([CH2:22][NH2:23])=[CH:20][CH:19]=1.C1(C)C(C)=CC=CC=1. Product: [ClH:17].[CH2:1]([N:9]([CH3:15])[C:10](=[NH:14])[NH:11][C:12](=[NH:13])[NH:23][CH2:22][C:21]1[CH:24]=[CH:25][C:18]([Cl:17])=[CH:19][CH:20]=1)[CH2:2][CH2:3][CH2:4][CH2:5][CH2:6][CH2:7][CH3:8]. The catalyst class is: 11. (7) Reactant: [Cl:1][C:2]1[CH:3]=[CH:4][CH:5]=[C:6]2[C:11]=1[N:10]=[C:9]([S:12][CH2:13][CH3:14])[CH:8]=[C:7]2[OH:15].C(=O)([O-])[O-].[Cs+].[Cs+].[CH3:22][O:23][C:24]1[CH:31]=[CH:30][C:27]([CH2:28]Cl)=[CH:26][CH:25]=1. Product: [Cl:1][C:2]1[CH:3]=[CH:4][CH:5]=[C:6]2[C:11]=1[N:10]=[C:9]([S:12][CH2:13][CH3:14])[CH:8]=[C:7]2[O:15][CH2:28][C:27]1[CH:30]=[CH:31][C:24]([O:23][CH3:22])=[CH:25][CH:26]=1. The catalyst class is: 42. (8) Reactant: C1C=CC(P(C2C=CC=CC=2)C2C=CC=CC=2)=CC=1.[I:20]I.N1C=CN=C1.[C:27]([O:31][C:32](=[O:44])[C@@H:33]([NH:36][C:37]([O:39][C:40]([CH3:43])([CH3:42])[CH3:41])=[O:38])[CH2:34]O)([CH3:30])([CH3:29])[CH3:28]. Product: [C:27]([O:31][C:32](=[O:44])[C@@H:33]([NH:36][C:37]([O:39][C:40]([CH3:43])([CH3:42])[CH3:41])=[O:38])[CH2:34][I:20])([CH3:30])([CH3:29])[CH3:28]. The catalyst class is: 2. (9) Reactant: [CH3:1][C:2]1([O:29][Si:30]([CH:37]([CH3:39])[CH3:38])([CH:34]([CH3:36])[CH3:35])[CH:31]([CH3:33])[CH3:32])[CH2:7][CH2:6][N:5]([C:8]2[N:12]3[CH:13]=[C:14]([O:17][C@H:18]4[C:27]5[C:22](=[CH:23][CH:24]=[CH:25][CH:26]=5)[C@@H:21]([NH2:28])[CH2:20][CH2:19]4)[CH:15]=[CH:16][C:11]3=[N:10][N:9]=2)[CH2:4][CH2:3]1.ClC(Cl)(Cl)C[O:43][C:44](=O)[NH:45][C:46]1[N:47]([C:55]2[CH:60]=[CH:59][C:58]([CH3:61])=[CH:57][CH:56]=2)[N:48]=[C:49]([C:51]([CH3:54])([CH3:53])[CH3:52])[CH:50]=1.CCN(C(C)C)C(C)C. Product: [C:51]([C:49]1[CH:50]=[C:46]([NH:45][C:44]([NH:28][C@@H:21]2[C:22]3[C:27](=[CH:26][CH:25]=[CH:24][CH:23]=3)[C@H:18]([O:17][C:14]3[CH:15]=[CH:16][C:11]4[N:12]([C:8]([N:5]5[CH2:6][CH2:7][C:2]([CH3:1])([O:29][Si:30]([CH:34]([CH3:36])[CH3:35])([CH:31]([CH3:33])[CH3:32])[CH:37]([CH3:39])[CH3:38])[CH2:3][CH2:4]5)=[N:9][N:10]=4)[CH:13]=3)[CH2:19][CH2:20]2)=[O:43])[N:47]([C:55]2[CH:60]=[CH:59][C:58]([CH3:61])=[CH:57][CH:56]=2)[N:48]=1)([CH3:54])([CH3:52])[CH3:53]. The catalyst class is: 31. (10) Reactant: [CH3:1][O:2][C:3]1[CH:4]=[C:5]([C:11]2[C@@H:20]3[C@@H:15]([CH2:16][CH2:17][CH2:18][CH2:19]3)[C:14](=[O:21])[N:13]([CH:22]3[CH2:27][CH2:26][N:25]([C:28](=[O:42])[C@@H:29]([NH:34]C(=O)OC(C)(C)C)[CH2:30][N:31]([CH3:33])[CH3:32])[CH2:24][CH2:23]3)[N:12]=2)[CH:6]=[CH:7][C:8]=1[O:9][CH3:10].[F:43][C:44]([F:49])([F:48])[C:45]([OH:47])=[O:46]. Product: [F:43][C:44]([F:49])([F:48])[C:45]([OH:47])=[O:46].[NH2:34][C@@H:29]([CH2:30][N:31]([CH3:33])[CH3:32])[C:28]([N:25]1[CH2:26][CH2:27][CH:22]([N:13]2[N:12]=[C:11]([C:5]3[CH:6]=[CH:7][C:8]([O:9][CH3:10])=[C:3]([O:2][CH3:1])[CH:4]=3)[C@@H:20]3[C@@H:15]([CH2:16][CH2:17][CH2:18][CH2:19]3)[C:14]2=[O:21])[CH2:23][CH2:24]1)=[O:42]. The catalyst class is: 2.